This data is from Forward reaction prediction with 1.9M reactions from USPTO patents (1976-2016). The task is: Predict the product of the given reaction. (1) Given the reactants [F:1][C:2]1[CH:7]=[C:6]([F:8])[CH:5]=[C:4]([N:9]2[CH2:14][CH2:13][O:12][CH2:11][CH2:10]2)[C:3]=1[NH2:15].[Cl:16][C:17]1[N:22]=[C:21](Cl)[C:20]([Cl:24])=[CH:19][N:18]=1, predict the reaction product. The product is: [Cl:16][C:17]1[N:22]=[C:21]([NH:15][C:3]2[C:4]([N:9]3[CH2:14][CH2:13][O:12][CH2:11][CH2:10]3)=[CH:5][C:6]([F:8])=[CH:7][C:2]=2[F:1])[C:20]([Cl:24])=[CH:19][N:18]=1. (2) The product is: [OH:1][C:2]1[C:3]([C:19](=[N:21][NH:22][C:23]([C:25]2[CH:26]=[CH:27][C:28]([C:29]([OH:31])=[O:30])=[CH:33][CH:34]=2)=[O:24])[CH3:20])=[N:4][N:5]([CH3:18])[C:6]=1[C:7]1[CH:8]=[CH:9][C:10]([CH2:13][CH2:14][CH2:15][CH2:16][CH3:17])=[CH:11][CH:12]=1. Given the reactants [OH:1][C:2]1[C:3]([C:19](=[N:21][NH:22][C:23]([C:25]2[CH:34]=[CH:33][C:28]([C:29]([O:31]C)=[O:30])=[CH:27][CH:26]=2)=[O:24])[CH3:20])=[N:4][N:5]([CH3:18])[C:6]=1[C:7]1[CH:12]=[CH:11][C:10]([CH2:13][CH2:14][CH2:15][CH2:16][CH3:17])=[CH:9][CH:8]=1.CO.[OH-].[Na+].Cl, predict the reaction product.